This data is from Reaction yield outcomes from USPTO patents with 853,638 reactions. The task is: Predict the reaction yield, written as a fraction of the theoretical maximum amount of product (1.0 means a 100% yield; for example, 0.34 means a 34% yield). (1) The reactants are [F:1][C:2]1[CH:7]=[CH:6][CH:5]=[CH:4][C:3]=1[CH2:8][C:9]([OH:11])=[O:10].[C:12]1([C@@H:18](O)[CH3:19])[CH:17]=[CH:16][CH:15]=[CH:14][CH:13]=1.CCN=C=NCCCN(C)C. The catalyst is CN(C1C=CN=CC=1)C.C(Cl)Cl. The product is [F:1][C:2]1[CH:7]=[CH:6][CH:5]=[CH:4][C:3]=1[CH2:8][C:9]([O:11][C@H:18]([C:12]1[CH:17]=[CH:16][CH:15]=[CH:14][CH:13]=1)[CH3:19])=[O:10]. The yield is 0.920. (2) The reactants are [N-:1]=[N+:2]=[N-:3].[Na+].[F:5][C@H:6]1[C@H:11](OS(C)(=O)=O)[CH2:10][CH2:9][N:8]([C:17]([O:19][C:20]([CH3:23])([CH3:22])[CH3:21])=[O:18])[CH2:7]1. The catalyst is CN(C=O)C.O.C(Cl)Cl. The product is [N:1]([C@H:11]1[CH2:10][CH2:9][N:8]([C:17]([O:19][C:20]([CH3:22])([CH3:21])[CH3:23])=[O:18])[CH2:7][C@H:6]1[F:5])=[N+:2]=[N-:3]. The yield is 1.00. (3) The reactants are [C:1]([C@@H:3]1[CH2:5][C@@H:4]1[CH2:6][O:7][C:8]1[N:13]=[C:12]([N:14]2[CH2:19][CH2:18][CH:17]([C:20]3[C:28]4[C:23](=[N:24][CH:25]=[CH:26][C:27]=4[O:29][CH3:30])[NH:22][N:21]=3)[CH2:16][CH2:15]2)[N:11]=[C:10](C(C#N)C#N)[N:9]=1)#[N:2].C1C=C(Cl)C=C([C:43](OO)=[O:44])C=1.[C:47]12([NH2:52])[CH2:51][CH:49]([CH2:50]1)[CH2:48]2. The catalyst is CC#N.C1COCC1. The product is [C:47]12([NH:52][C:43]([C:10]3[N:9]=[C:8]([O:7][CH2:6][C@H:4]4[CH2:5][C@H:3]4[C:1]#[N:2])[N:13]=[C:12]([N:14]4[CH2:19][CH2:18][CH:17]([C:20]5[C:28]6[C:23](=[N:24][CH:25]=[CH:26][C:27]=6[O:29][CH3:30])[NH:22][N:21]=5)[CH2:16][CH2:15]4)[N:11]=3)=[O:44])[CH2:51][CH:49]([CH2:50]1)[CH2:48]2. The yield is 0.170. (4) The reactants are [CH3:1][O:2][C:3]1[C:8]2[N:9]=[C:10]([NH2:12])[S:11][C:7]=2[C:6]([C:13]2[S:14][CH:15]=[CH:16][CH:17]=2)=[CH:5][CH:4]=1.C([N:20]([CH2:23][CH3:24])[CH2:21][CH3:22])C.[C:25](Cl)(=[O:32])[C:26]1C=CN=C[CH:27]=1.C([O-])(O)=O.[Na+]. The catalyst is CN(C1C=CN=CC=1)C.O1CCOCC1.O. The product is [CH3:1][O:2][C:3]1[C:8]2[N:9]=[C:10]([NH:12][C:25](=[O:32])[C:26]3[CH:22]=[CH:21][N:20]=[C:23]([CH3:24])[CH:27]=3)[S:11][C:7]=2[C:6]([C:13]2[S:14][CH:15]=[CH:16][CH:17]=2)=[CH:5][CH:4]=1. The yield is 0.580. (5) The reactants are [Br:1][C:2]1[C:3]([OH:16])=[C:4]2[C:9](=[CH:10][CH:11]=1)[N:8]([C:12](=[O:14])[CH3:13])[C@@H:7]([CH3:15])[CH2:6][CH2:5]2.Cl[C:18]1[CH:23]=[C:22]([CH3:24])[CH:21]=[CH:20][N:19]=1.CN(C)C=O.C(=O)([O-])[O-].[Cs+].[Cs+]. The catalyst is C(OCC)(=O)C.[Cu]I. The product is [Br:1][C:2]1[C:3]([O:16][C:18]2[CH:23]=[C:22]([CH3:24])[CH:21]=[CH:20][N:19]=2)=[C:4]2[C:9](=[CH:10][CH:11]=1)[N:8]([C:12](=[O:14])[CH3:13])[C@@H:7]([CH3:15])[CH2:6][CH2:5]2. The yield is 0.420. (6) The yield is 0.280. The reactants are Br[C:2]1[CH:3]=[C:4]([F:20])[C:5]([O:10][C:11]2[CH:16]=[CH:15][C:14]([C:17]#[N:18])=[C:13]([Cl:19])[CH:12]=2)=[C:6]([CH:9]=1)[C:7]#[N:8].[CH2:21]([SH:28])[C:22]1[CH:27]=[CH:26][CH:25]=[CH:24][CH:23]=1. The catalyst is CCOC(C)=O.O.C(=O)([O-])O.[Na+]. The product is [CH2:21]([S:28][C:2]1[CH:3]=[C:4]([F:20])[C:5]([O:10][C:11]2[CH:16]=[CH:15][C:14]([C:17]#[N:18])=[C:13]([Cl:19])[CH:12]=2)=[C:6]([CH:9]=1)[C:7]#[N:8])[C:22]1[CH:27]=[CH:26][CH:25]=[CH:24][CH:23]=1.